From a dataset of Experimentally validated miRNA-target interactions with 360,000+ pairs, plus equal number of negative samples. Binary Classification. Given a miRNA mature sequence and a target amino acid sequence, predict their likelihood of interaction. (1) The miRNA is mmu-miR-665-3p with sequence ACCAGGAGGCUGAGGUCCCU. The protein sequence of the target gene is MRGKLLPLAGLYLVQGLPYGLQSGLLPVLLRAGGLSLTRVGLAKVLYAPWLLKLAWAPLVDAQGSARAWVTRSTAGLGLVCGLLAGLPPPGAGQAGLPAAVAGLLLLLNLGAAMQDVALDALAVQLLEPAELGPGNTVQVVAYKLGAALAGGALLALLPTFSWPQLFLLLAATYWLAAALAWAAPALRRLPQQPPSEQRPHTAHLLRDVLAVPGTVWTAGFVLTYKLGEQGASSLFPLLLLDHGVSAPELGLWNGVGAVVCSIAGSSLGGTLLAKHWKLLPLLRSVLRFRLGGLACQTAL.... Result: 0 (no interaction). (2) The miRNA is hsa-miR-652-3p with sequence AAUGGCGCCACUAGGGUUGUG. The protein sequence of the target gene is MALDILAMAPLYQAPAINRIGPKTDPSKRPADPLKPLVLSRTKLTTIEAKRIMSILDEAIYKVELVTLLSYVASNREDMEGMLGEDVMRAVREHEDLCQVLLENVRCLKEKERQLQEQKEAEEEGWLRDRLLSIELQKSSLSPLMQQIKDSTKNVLRLLLSNPQAARLLQMQTQGRSAEAQNFIDSLIELRGFLFEKLLTSPMEARDKAQFLQDISRQNSNNQQIIDTLEKELAERMKNRNAEVEKENFVIQELKNHLHQVLKFSENSLVRTKQEAEKQQKADFRASQARVAKIQQEILQ.... Result: 0 (no interaction). (3) Result: 0 (no interaction). The protein sequence of the target gene is MKPLEKFLKKQTSQLAGRTVAGGPGGGLGSCGGPGGGGGPGGGGGPAGGQRSLQRRQSVSRLLLPAFLREPPAEPGLEPPVPEEGGEPAGVAEEPGSGGPCWLQLEEVPGPGPLGGGGPLRSPSSYSSDELSPGEPLTSPPWAPLGAPERPEHLLNRVLERLAGGATRDSAASDILLDDIVLTHSLFLPTEKFLQELHQYFVRAGGMEGPEGLGRKQACLAMLLHFLDTYQGLLQEEEGAGHIIKDLYLLIMKDESLYQGLREDTLRLHQLVETVELKIPEENQPPSKQVKPLFRHFRRI.... The miRNA is hsa-miR-136-3p with sequence CAUCAUCGUCUCAAAUGAGUCU. (4) The protein sequence of the target gene is MTLAAYKEKMKELPLVSLFCSCFLADPLNKSSYKYEADTVDLNWCVISDMEVIELNKCTSGQSFEVILKPPSFDGVPEFNASLPRRRDPSLEEIQKKLEAAEERRKYQEAELLKHLAEKREHEREVIQKAIEENNNFIKMAKEKLAQKMESNKENREAHLAAMLERLQEKDKHAEEVRKNKELKEEASR. The miRNA is cel-miR-71-5p with sequence UGAAAGACAUGGGUAGUGAGACG. Result: 0 (no interaction). (5) The miRNA is hsa-miR-653-3p with sequence UUCACUGGAGUUUGUUUCAAUA. The protein sequence of the target gene is MFTSTGSSGLYKAPLSKSLLLVPSALSLLLALLLPHCQKLFVYDLHAVKNDFQIWRLICGRIICLDLKDTFCSSLLIYNFRIFERRYGSRKFASFLLGSWVLSALFDFLLIEAMQYFFGITAASNLPSGFLAPVFALFVPFYCSIPRVQVAQILGPLSITNKTLIYILGLQLFTSGSYIWIVAISGLMSGLCYDSKMFQVHQVLCIPSWMAKFFSWTLEPIFSSSEPTSEARIGMGATLDIQRQQRMELLDRQLMFSQFAQGRRQRQQQGGMINWNRLFPPLRQRQNVNYQGGRQSEPAA.... Result: 0 (no interaction). (6) The miRNA is hsa-miR-7855-5p with sequence UUGGUGAGGACCCCAAGCUCGG. The protein sequence of the target gene is MLRGPGPGLLLLAVQCLGTAVPSTGASKSKRQAQQMVQPQSPVAVSQSKPGCYDNGKHYQINQQWERTYLGNALVCTCYGGSRGFNCESKPEAEETCFDKYTGNTYRVGDTYERPKDSMIWDCTCIGAGRGRISCTIANRCHEGGQSYKIGDTWRRPHETGGYMLECVCLGNGKGEWTCKPIAEKCFDHAAGTSYVVGETWEKPYQGWMMVDCTCLGEGSGRITCTSRNRCNDQDTRTSYRIGDTWSKKDNRGNLLQCICTGNGRGEWKCERHTSVQTTSSGSGPFTDVRAAVYQPQPHP.... Result: 0 (no interaction).